Dataset: Catalyst prediction with 721,799 reactions and 888 catalyst types from USPTO. Task: Predict which catalyst facilitates the given reaction. (1) Reactant: [Cl:1][C:2]1[C:10]2[C:5](=[C:6]([Cl:24])[CH:7]=[C:8]([CH2:13][C@@H:14]([CH2:19][C:20]([O:22][CH3:23])=[O:21])[C:15]([O:17]C)=O)[C:9]=2[CH2:11]O)[NH:4][N:3]=1.S(Cl)(Cl)=O.[F:29][C:30]([F:34])([F:33])[CH2:31][NH2:32].C(=O)([O-])[O-].[K+].[K+].C(O)(=O)C. Product: [Cl:1][C:2]1[C:10]2[C:9]3[CH2:11][N:32]([CH2:31][C:30]([F:34])([F:33])[F:29])[C:15](=[O:17])[C@H:14]([CH2:19][C:20]([O:22][CH3:23])=[O:21])[CH2:13][C:8]=3[CH:7]=[C:6]([Cl:24])[C:5]=2[NH:4][N:3]=1. The catalyst class is: 115. (2) Reactant: C(OC([N:6]1[CH2:23][CH2:22][C:10]2[C:11]3[CH:12]([CH2:20][CH3:21])[C:13]([F:19])([F:18])[CH2:14][C:15]=3[CH:16]=[CH:17][C:9]=2[CH2:8][CH2:7]1)=O)C.[Si](I)(C)(C)C. Product: [CH2:20]([CH:12]1[C:11]2[C:10]3[CH2:22][CH2:23][NH:6][CH2:7][CH2:8][C:9]=3[CH:17]=[CH:16][C:15]=2[CH2:14][C:13]1([F:19])[F:18])[CH3:21]. The catalyst class is: 22. (3) Reactant: [C:1]([O:5][C:6]([N:8]([C:17]1[CH:25]=[CH:24][C:20]([C:21]([OH:23])=[O:22])=[CH:19][C:18]=1[O:26][CH2:27][CH:28]1[CH2:30][CH2:29]1)[S:9]([CH2:12][CH2:13][N:14]([CH3:16])[CH3:15])(=[O:11])=[O:10])=[O:7])([CH3:4])([CH3:3])[CH3:2].C(Cl)CCl.[Cl:35][C:36]1[CH:37]=[N+:38]([O-:61])[CH:39]=[C:40]([Cl:60])[C:41]=1[CH2:42][C@@H:43]([C:45]1[CH:50]=[CH:49][C:48]([O:51][CH:52]([F:54])[F:53])=[C:47]([O:55][CH2:56][CH:57]2[CH2:59][CH2:58]2)[CH:46]=1)O. Product: [C:1]([O:5][C:6]([N:8]([C:17]1[CH:25]=[CH:24][C:20]([C:21]([O:23][C@H:43]([C:45]2[CH:50]=[CH:49][C:48]([O:51][CH:52]([F:53])[F:54])=[C:47]([O:55][CH2:56][CH:57]3[CH2:58][CH2:59]3)[CH:46]=2)[CH2:42][C:41]2[C:40]([Cl:60])=[CH:39][N+:38]([O-:61])=[CH:37][C:36]=2[Cl:35])=[O:22])=[CH:19][C:18]=1[O:26][CH2:27][CH:28]1[CH2:29][CH2:30]1)[S:9]([CH2:12][CH2:13][N:14]([CH3:15])[CH3:16])(=[O:11])=[O:10])=[O:7])([CH3:4])([CH3:2])[CH3:3]. The catalyst class is: 79.